From a dataset of Reaction yield outcomes from USPTO patents with 853,638 reactions. Predict the reaction yield, written as a fraction of the theoretical maximum amount of product (1.0 means a 100% yield; for example, 0.34 means a 34% yield). (1) The reactants are [Cl:1][C:2]1[CH:3]=[C:4]2[C:8](=[CH:9][C:10]=1[Cl:11])[NH:7][C:6](=[O:12])[C:5]2=[O:13].[H-].[Na+].[H][H].I[CH3:19]. The catalyst is CN(C=O)C.C(O)(=O)C.O. The product is [Cl:1][C:2]1[CH:3]=[C:4]2[C:8](=[CH:9][C:10]=1[Cl:11])[N:7]([CH3:19])[C:6](=[O:12])[C:5]2=[O:13]. The yield is 0.810. (2) The reactants are Cl[C:2]1[C:11]2[C:6](=[CH:7][C:8]([O:17][CH3:18])=[C:9]([O:12][CH2:13][CH2:14][CH2:15][Cl:16])[CH:10]=2)[N:5]=[CH:4][N:3]=1.[NH2:19][C:20]1[C:25]([Cl:26])=[CH:24][N:23]=[C:22]2[O:27][CH2:28][O:29][C:21]=12. No catalyst specified. The product is [Cl:16][CH2:15][CH2:14][CH2:13][O:12][C:9]1[CH:10]=[C:11]2[C:6](=[CH:7][C:8]=1[O:17][CH3:18])[N:5]=[CH:4][N:3]=[C:2]2[NH:19][C:20]1[C:25]([Cl:26])=[CH:24][N:23]=[C:22]2[O:27][CH2:28][O:29][C:21]=12. The yield is 0.580. (3) The reactants are [CH2:1]([O:8][C@@H:9]1[C@@H:15]([O:16][CH2:17][C:18]2[CH:23]=[CH:22][CH:21]=[CH:20][CH:19]=2)[C@H:14]([O:24][CH2:25][C:26]2[CH:31]=[CH:30][CH:29]=[CH:28][CH:27]=2)[C@@H:13]([CH2:32][O:33][CH2:34][C:35]2[CH:40]=[CH:39][CH:38]=[CH:37][CH:36]=2)[O:12][C@H:10]1[SH:11])[C:2]1[CH:7]=[CH:6][CH:5]=[CH:4][CH:3]=1.[CH3:41][O:42][C:43]1[CH:44]=[C:45]([CH:48]=[C:49]([O:51][CH3:52])[CH:50]=1)[CH2:46]Cl.C([O-])([O-])=O.[K+].[K+]. The catalyst is CC(C)=O.O. The product is [CH3:52][O:51][C:49]1[CH:48]=[C:45]([CH2:46][S:11][C@@H:10]2[O:12][C@H:13]([CH2:32][O:33][CH2:34][C:35]3[CH:36]=[CH:37][CH:38]=[CH:39][CH:40]=3)[C@@H:14]([O:24][CH2:25][C:26]3[CH:27]=[CH:28][CH:29]=[CH:30][CH:31]=3)[C@H:15]([O:16][CH2:17][C:18]3[CH:23]=[CH:22][CH:21]=[CH:20][CH:19]=3)[C@H:9]2[O:8][CH2:1][C:2]2[CH:3]=[CH:4][CH:5]=[CH:6][CH:7]=2)[CH:44]=[C:43]([O:42][CH3:41])[CH:50]=1. The yield is 0.905. (4) The reactants are [Br:1]Br.[CH:3]1([C:6]2[N:7]([CH2:17][O:18][CH2:19][CH2:20][Si:21]([CH3:24])([CH3:23])[CH3:22])[CH:8]=[C:9]([C:11]3[CH:16]=[CH:15][N:14]=[CH:13][N:12]=3)[N:10]=2)[CH2:5][CH2:4]1.C([O-])([O-])=O.[Na+].[Na+]. The catalyst is C(Cl)Cl. The product is [Br:1][C:8]1[N:7]([CH2:17][O:18][CH2:19][CH2:20][Si:21]([CH3:24])([CH3:23])[CH3:22])[C:6]([CH:3]2[CH2:4][CH2:5]2)=[N:10][C:9]=1[C:11]1[CH:16]=[CH:15][N:14]=[CH:13][N:12]=1. The yield is 0.630. (5) The reactants are [Cl:1][C:2]1[CH:9]=[CH:8][CH:7]=[C:6](F)[C:3]=1[CH:4]=[O:5].C(=O)([O-])[O-].[Na+].[Na+].[C:17]([N:24]1[CH2:29][CH2:28][NH:27][CH2:26][CH2:25]1)([O:19][C:20]([CH3:23])([CH3:22])[CH3:21])=[O:18].O. The yield is 0.883. The catalyst is CN1CCCC1=O. The product is [Cl:1][C:2]1[C:3]([CH:4]=[O:5])=[C:6]([N:27]2[CH2:26][CH2:25][N:24]([C:17]([O:19][C:20]([CH3:23])([CH3:22])[CH3:21])=[O:18])[CH2:29][CH2:28]2)[CH:7]=[CH:8][CH:9]=1. (6) The reactants are C([N:8]1[CH2:14][C:13]2[N:15]=[CH:16][C:17]([N:19]([CH3:24])[CH:20]([CH3:23])[CH2:21][CH3:22])=[N:18][C:12]=2[O:11][CH2:10][CH2:9]1)C1C=CC=CC=1.C(OCC)(=O)C.[ClH:31]. The catalyst is CO.[OH-].[OH-].[Pd+2]. The product is [ClH:31].[CH3:24][N:19]([CH:20]([CH3:23])[CH2:21][CH3:22])[C:17]1[CH:16]=[N:15][C:13]2[CH2:14][NH:8][CH2:9][CH2:10][O:11][C:12]=2[N:18]=1. The yield is 0.820. (7) The reactants are CN(C)C=O.[Br:6][C:7]1[CH:12]=[CH:11][CH:10]=[C:9]([O:13][CH2:14][O:15][CH3:16])[C:8]=1[OH:17].C(=O)([O-])[O-].[K+].[K+].[CH:24]1([CH2:27]Br)[CH2:26][CH2:25]1. The catalyst is O. The product is [Br:6][C:7]1[CH:12]=[CH:11][CH:10]=[C:9]([O:13][CH2:14][O:15][CH3:16])[C:8]=1[O:17][CH2:27][CH:24]1[CH2:26][CH2:25]1. The yield is 0.840. (8) The reactants are [NH2:1][C:2]1[N:7]=[C:6]2[N:8]([C:11]([O:13][C:14]([CH3:17])([CH3:16])[CH3:15])=[O:12])[N:9]=[CH:10][C:5]2=[C:4](Cl)[N:3]=1.C([Sn](CCCC)(CCCC)[C:24]1[O:25][CH:26]=[CH:27][CH:28]=1)CCC. The catalyst is CN(C=O)C.Cl[Pd](Cl)([P](C1C=CC=CC=1)(C1C=CC=CC=1)C1C=CC=CC=1)[P](C1C=CC=CC=1)(C1C=CC=CC=1)C1C=CC=CC=1. The product is [NH2:1][C:2]1[N:7]=[C:6]2[N:8]([C:11]([O:13][C:14]([CH3:17])([CH3:16])[CH3:15])=[O:12])[N:9]=[CH:10][C:5]2=[C:4]([C:24]2[O:25][CH:26]=[CH:27][CH:28]=2)[N:3]=1. The yield is 0.990. (9) The reactants are Br[CH2:2][CH2:3][CH2:4][CH2:5][O:6][C:7]1[CH:16]=[C:15]2[C:10]([CH2:11][CH2:12][C:13](=[O:17])[NH:14]2)=[CH:9][CH:8]=1.Cl.[Cl:19][C:20]1[C:25]([Cl:26])=[CH:24][CH:23]=[CH:22][C:21]=1[N:27]1[CH2:32][CH2:31][NH:30][CH2:29][CH2:28]1.C([O-])([O-])=O.[Na+].[Na+].O. The catalyst is [Br-].C([N+](CCCC)(CCCC)CCCC)CCC.C(#N)C. The product is [CH:23]1[CH:22]=[C:21]([N:27]2[CH2:32][CH2:31][N:30]([CH2:2][CH2:3][CH2:4][CH2:5][O:6][C:7]3[CH:8]=[CH:9][C:10]4[CH2:11][CH2:12][C:13](=[O:17])[NH:14][C:15]=4[CH:16]=3)[CH2:29][CH2:28]2)[C:20]([Cl:19])=[C:25]([Cl:26])[CH:24]=1. The yield is 0.700.